Dataset: Catalyst prediction with 721,799 reactions and 888 catalyst types from USPTO. Task: Predict which catalyst facilitates the given reaction. Reactant: C(OC([N:8]1[CH2:39][CH2:38][CH:37]([CH2:40][CH3:41])[C@H:9]1[C:10]([N:12]1[CH2:36][CH2:35][CH2:34][C@H:13]1[C:14]([NH:16][CH2:17][C:18]1[CH:23]=[C:22]([Cl:24])[CH:21]=[CH:20][C:19]=1[CH2:25][NH:26]C(OC(C)(C)C)=O)=[O:15])=[O:11])=O)(C)(C)C.Cl. Product: [CH2:40]([CH:37]1[CH2:38][CH2:39][NH:8][C@@H:9]1[C:10]([N:12]1[CH2:36][CH2:35][CH2:34][C@H:13]1[C:14]([NH:16][CH2:17][C:18]1[CH:23]=[C:22]([Cl:24])[CH:21]=[CH:20][C:19]=1[CH2:25][NH2:26])=[O:15])=[O:11])[CH3:41]. The catalyst class is: 12.